From a dataset of Peptide-MHC class I binding affinity with 185,985 pairs from IEDB/IMGT. Regression. Given a peptide amino acid sequence and an MHC pseudo amino acid sequence, predict their binding affinity value. This is MHC class I binding data. (1) The peptide sequence is NMVSDTIMKR. The MHC is HLA-A11:01 with pseudo-sequence HLA-A11:01. The binding affinity (normalized) is 0.558. (2) The peptide sequence is RVRWRNYAL. The MHC is HLA-C07:01 with pseudo-sequence HLA-C07:01. The binding affinity (normalized) is 0.324. (3) The peptide sequence is RRFFPYYVY. The MHC is HLA-B27:02 with pseudo-sequence HLA-B27:02. The binding affinity (normalized) is 0.260. (4) The peptide sequence is RENQVAVVR. The MHC is HLA-A30:01 with pseudo-sequence HLA-A30:01. The binding affinity (normalized) is 0.0847. (5) The peptide sequence is GIPHPAGLK. The MHC is HLA-A30:02 with pseudo-sequence HLA-A30:02. The binding affinity (normalized) is 0.520. (6) The peptide sequence is TTYKLNVGDY. The MHC is HLA-A29:02 with pseudo-sequence HLA-A29:02. The binding affinity (normalized) is 0.567.